This data is from Full USPTO retrosynthesis dataset with 1.9M reactions from patents (1976-2016). The task is: Predict the reactants needed to synthesize the given product. (1) Given the product [CH2:1]([O:8][C:9]([NH:11][C:12]1[NH:13][C:14](=[O:36])[C:41]2[N:42]=[CH:43][N:44]([CH2:47][C:48]([N:50]([CH2:61][C:62]([OH:64])=[O:63])[CH2:51][CH2:52][NH:53][C:54]([O:56][C:57]([CH3:60])([CH3:58])[CH3:59])=[O:55])=[O:49])[C:45]=2[N:46]=1)=[O:10])[C:2]1[CH:7]=[CH:6][CH:5]=[CH:4][CH:3]=1, predict the reactants needed to synthesize it. The reactants are: [CH2:1]([O:8][C:9]([NH:11][C:12]1C=CN(CC(N(CC(O)=O)CCNC(OC(C)(C)C)=O)=O)[C:14](=[O:36])[N:13]=1)=[O:10])[C:2]1[CH:7]=[CH:6][CH:5]=[CH:4][CH:3]=1.NC1[N:46]=[C:45]2[C:41]([N:42]=[CH:43][N:44]2[CH2:47][C:48]([N:50]([CH2:61][C:62]([OH:64])=[O:63])[CH2:51][CH2:52][NH:53][C:54]([O:56][C:57]([CH3:60])([CH3:59])[CH3:58])=[O:55])=[O:49])=C(NC(OCC2C=CC=CC=2)=O)N=1. (2) Given the product [C:1]([C:5]1[O:9][C:8]([CH2:10][OH:11])=[CH:7][C:6]=1[S:13]([NH2:14])(=[O:16])=[O:15])([CH3:4])([CH3:2])[CH3:3], predict the reactants needed to synthesize it. The reactants are: [C:1]([C:5]1[O:9][C:8]([C:10](O)=[O:11])=[CH:7][C:6]=1[S:13](=[O:16])(=[O:15])[NH2:14])([CH3:4])([CH3:3])[CH3:2].[H-].[Al+3].[Li+].[H-].[H-].[H-].[Cl-].[NH4+]. (3) Given the product [I:1][C:2]1[CH:3]=[C:4]2[C:8](=[CH:9][CH:10]=1)[N:7]([CH:11]1[CH2:16][CH2:15][CH2:14][CH2:13][O:12]1)[N:6]=[C:5]2[CH2:17][N:30]([CH3:31])[CH2:29][CH2:28][N:20]([CH3:19])[C:21](=[O:27])[O:22][C:23]([CH3:24])([CH3:25])[CH3:26], predict the reactants needed to synthesize it. The reactants are: [I:1][C:2]1[CH:3]=[C:4]2[C:8](=[CH:9][CH:10]=1)[N:7]([CH:11]1[CH2:16][CH2:15][CH2:14][CH2:13][O:12]1)[N:6]=[C:5]2[CH:17]=O.[CH3:19][N:20]([CH2:28][CH2:29][NH:30][CH3:31])[C:21](=[O:27])[O:22][C:23]([CH3:26])([CH3:25])[CH3:24].C([BH3-])#N.[Na+]. (4) Given the product [CH2:1]([O:3][C:4]([C:6]1[C:7]([CH3:25])=[C:8]([C:18]([O:20][C:21]([CH3:24])([CH3:23])[CH3:22])=[O:19])[NH:9][C:10]=1[CH2:11][CH2:12][CH2:13][OH:14])=[O:5])[CH3:2], predict the reactants needed to synthesize it. The reactants are: [CH2:1]([O:3][C:4]([C:6]1[C:7]([CH3:25])=[C:8]([C:18]([O:20][C:21]([CH3:24])([CH3:23])[CH3:22])=[O:19])[NH:9][C:10]=1[CH:11]=[CH:12][C:13](OCC)=[O:14])=[O:5])[CH3:2]. (5) The reactants are: [F:1][C:2]1[CH:21]=[CH:20][C:5]2[S:6][C:7]3[CH:19]=[CH:18][CH:17]=[CH:16][C:8]=3[C:9]3[S:10][C:11]([CH2:14][OH:15])=[N:12][C:13]=3[C:4]=2[CH:3]=1.Cl.[CH3:23][N:24]([CH3:29])[CH2:25][CH2:26][CH2:27]Cl. Given the product [F:1][C:2]1[CH:21]=[CH:20][C:5]2[S:6][C:7]3[CH:19]=[CH:18][CH:17]=[CH:16][C:8]=3[C:9]3[S:10][C:11]([CH2:14][O:15][CH2:27][CH2:26][CH2:25][N:24]([CH3:29])[CH3:23])=[N:12][C:13]=3[C:4]=2[CH:3]=1, predict the reactants needed to synthesize it. (6) Given the product [F-:38].[F-:38].[CH3:5][SiH:4]([Zr+2:6]([CH:7]1[C:15]2[CH:10]([CH2:11][CH:12]=[CH:13][CH:14]=2)[CH2:9][CH2:8]1)[CH:16]1[C:24]2[CH:19]([CH2:20][CH:21]=[CH:22][CH:23]=2)[CH2:18][CH2:17]1)[CH3:3], predict the reactants needed to synthesize it. The reactants are: [Cl-].[Cl-].[CH3:3][SiH:4]([Zr+2:6]([CH:16]1[C:24]2[CH:19]([CH2:20][CH:21]=[CH:22][CH:23]=2)[CH2:18][CH2:17]1)[CH:7]1[C:15]2[CH:10]([CH2:11][CH:12]=[CH:13][CH:14]=2)[CH2:9][CH2:8]1)[CH3:5].C([Sn]([F:38])(CCCC)CCCC)CCC.